Task: Predict the reaction yield, written as a fraction of the theoretical maximum amount of product (1.0 means a 100% yield; for example, 0.34 means a 34% yield).. Dataset: Reaction yield outcomes from USPTO patents with 853,638 reactions The reactants are Cl[C:2]1[N:7]=[C:6]([NH2:8])[C:5]([CH3:9])=[CH:4][N:3]=1.[N:10]1([CH2:15][CH2:16][O:17][C:18]2[CH:23]=[CH:22][C:21]([NH2:24])=[CH:20][CH:19]=2)[CH2:14][CH2:13][CH2:12][CH2:11]1. The catalyst is C(O)(=O)C. The product is [CH3:9][C:5]1[C:6]([NH2:8])=[N:7][C:2]([NH:24][C:21]2[CH:22]=[CH:23][C:18]([O:17][CH2:16][CH2:15][N:10]3[CH2:14][CH2:13][CH2:12][CH2:11]3)=[CH:19][CH:20]=2)=[N:3][CH:4]=1. The yield is 0.730.